Dataset: Full USPTO retrosynthesis dataset with 1.9M reactions from patents (1976-2016). Task: Predict the reactants needed to synthesize the given product. (1) Given the product [N:39]1([CH:36]2[CH2:35][CH2:34][N:33]([CH2:32][C:29]3[CH:28]=[CH:27][C:26]([C:22]4[CH:23]=[CH:24][CH:25]=[C:20]([N:10]5[C:11]6[N:18]=[CH:17][C:16]([F:19])=[CH:15][C:12]=6[C:13](=[O:14])[N:8]([C@@H:5]6[CH2:6][CH2:7][C@H:2]([NH:1][C:53]([C:49]7[CH:50]=[C:51]([CH3:52])[N:47]([CH3:46])[N:48]=7)=[O:54])[CH2:3][CH2:4]6)[C:9]5=[O:45])[CH:21]=4)=[CH:31][CH:30]=3)[CH2:38][CH2:37]2)[CH2:44][CH2:43][CH2:42][CH2:41][CH2:40]1, predict the reactants needed to synthesize it. The reactants are: [NH2:1][C@@H:2]1[CH2:7][CH2:6][C@H:5]([N:8]2[C:13](=[O:14])[C:12]3[CH:15]=[C:16]([F:19])[CH:17]=[N:18][C:11]=3[N:10]([C:20]3[CH:21]=[C:22]([C:26]4[CH:31]=[CH:30][C:29]([CH2:32][N:33]5[CH2:38][CH2:37][CH:36]([N:39]6[CH2:44][CH2:43][CH2:42][CH2:41][CH2:40]6)[CH2:35][CH2:34]5)=[CH:28][CH:27]=4)[CH:23]=[CH:24][CH:25]=3)[C:9]2=[O:45])[CH2:4][CH2:3]1.[CH3:46][N:47]1[C:51]([CH3:52])=[CH:50][C:49]([C:53](O)=[O:54])=[N:48]1. (2) Given the product [Si:22]([O:17][CH2:16][CH2:15][NH:14][C:5]1[CH:6]=[CH:7][C:8]([C:10]([F:11])([F:12])[F:13])=[CH:9][C:4]=1[N+:1]([O-:3])=[O:2])([C:19]([CH3:21])([CH3:20])[CH3:18])([CH3:24])[CH3:23], predict the reactants needed to synthesize it. The reactants are: [N+:1]([C:4]1[CH:9]=[C:8]([C:10]([F:13])([F:12])[F:11])[CH:7]=[CH:6][C:5]=1[NH:14][CH2:15][CH2:16][OH:17])([O-:3])=[O:2].[CH3:18][C:19]([Si:22](Cl)([CH3:24])[CH3:23])([CH3:21])[CH3:20].N1C=CN=C1. (3) Given the product [NH2:23][C:20]1[CH:19]=[CH:18][C:17]([NH:16][C:11]2[O:10][C:9]([C:3]3[C:4]([F:8])=[CH:5][CH:6]=[CH:7][C:2]=3[F:1])=[N:13][C:12]=2[C:14]#[N:15])=[CH:22][CH:21]=1, predict the reactants needed to synthesize it. The reactants are: [F:1][C:2]1[CH:7]=[CH:6][CH:5]=[C:4]([F:8])[C:3]=1[C:9]1[O:10][C:11]([NH:16][C:17]2[CH:22]=[CH:21][C:20]([N+:23]([O-])=O)=[CH:19][CH:18]=2)=[C:12]([C:14]#[N:15])[N:13]=1.CO. (4) Given the product [S:30]1[CH:31]=[CH:32][C:28]2[CH:27]=[C:26]([CH2:25][S:22]([N:14]([CH2:101][CH2:100][O:99][CH2:98][CH2:97][O:96][CH3:95])[C@H:7]([C:8]3[CH:13]=[CH:12][CH:11]=[CH:10][CH:9]=3)[C:89]([NH:91][OH:40])=[O:90])(=[O:23])=[O:24])[CH:34]=[CH:33][C:29]1=2, predict the reactants needed to synthesize it. The reactants are: C([O:40]C(=O)[C@H:7]([N:14]([S:22]([CH2:25][C:26]1[CH:34]=[CH:33][C:29]2[S:30][CH:31]=[CH:32][C:28]=2[CH:27]=1)(=[O:24])=[O:23])CCOCCOC)[C:8]1[CH:13]=[CH:12][CH:11]=[CH:10][CH:9]=1)(C)(C)C.C([O:40]C(=O)[C@H:7]([NH:14][S:22]([CH2:25][C:26]1[CH:34]=[CH:33][C:29]2[S:30][CH:31]=[CH:32][C:28]=2[CH:27]=1)(=[O:24])=[O:23])[C:8]1[CH:13]=[CH:12][CH:11]=[CH:10][CH:9]=1)(C)(C)C.C1(P(C2C=CC=CC=2)C2C=CC=CN=2)C=CC=CC=1.CN(C)C(N=N[C:89]([N:91](C)C)=[O:90])=O.[CH3:95][O:96][CH2:97][CH2:98][O:99][CH2:100][CH2:101]O. (5) Given the product [C:32]1([C:49]2[CH:54]=[CH:53][CH:52]=[CH:51][CH:50]=2)[CH:33]=[CH:34][C:35]([C:38]([NH:40][C:41]2[CH:45]=[CH:44][S:43][C:42]=2[C:46]([NH:9][CH2:8][CH2:7][N:1]2[CH2:6][CH2:5][CH2:4][CH2:3][CH2:2]2)=[O:47])=[O:39])=[CH:36][CH:37]=1, predict the reactants needed to synthesize it. The reactants are: [N:1]1([CH2:7][CH2:8][NH2:9])[CH2:6][CH2:5][CH2:4][CH2:3][CH2:2]1.C1C=CC2N(O)N=NC=2C=1.CCN=C=NCCCN(C)C.Cl.[C:32]1([C:49]2[CH:54]=[CH:53][CH:52]=[CH:51][CH:50]=2)[CH:37]=[CH:36][C:35]([C:38]([NH:40][C:41]2[CH:45]=[CH:44][S:43][C:42]=2[C:46](O)=[O:47])=[O:39])=[CH:34][CH:33]=1. (6) Given the product [Cl:1][C:2]1[C:3]([NH:20][CH:21]2[CH2:22][CH2:23][C:24]3([CH2:25][CH2:26][NH:27][CH2:28][CH2:29]3)[CH2:37][CH2:38]2)=[N:4][C:5]([NH:8][C:9]2[CH:10]=[CH:11][C:12]3[C:16]([CH:17]=2)=[N:15][N:14]([CH3:18])[C:13]=3[CH3:19])=[N:6][CH:7]=1, predict the reactants needed to synthesize it. The reactants are: [Cl:1][C:2]1[C:3]([NH:20][CH:21]2[CH2:38][CH2:37][C:24]3([CH2:29][CH2:28][N:27](C(OC(C)(C)C)=O)[CH2:26][CH2:25]3)[CH2:23][CH2:22]2)=[N:4][C:5]([NH:8][C:9]2[CH:10]=[CH:11][C:12]3[C:16]([CH:17]=2)=[N:15][N:14]([CH3:18])[C:13]=3[CH3:19])=[N:6][CH:7]=1.Cl.CCOC(C)=O.